Dataset: Reaction yield outcomes from USPTO patents with 853,638 reactions. Task: Predict the reaction yield, written as a fraction of the theoretical maximum amount of product (1.0 means a 100% yield; for example, 0.34 means a 34% yield). (1) The reactants are FC(F)(F)C(O)=O.[F:8][C:9]([F:33])([F:32])[C:10]1[N:14]2[N:15]=[C:16]([N:19]3[CH2:24][CH2:23][N:22](C(OC(C)(C)C)=O)[CH2:21][CH2:20]3)[CH:17]=[CH:18][C:13]2=[N:12][N:11]=1.C(=O)(O)[O-].[Na+]. The catalyst is ClCCl. The product is [N:19]1([C:16]2[CH:17]=[CH:18][C:13]3[N:14]([C:10]([C:9]([F:8])([F:32])[F:33])=[N:11][N:12]=3)[N:15]=2)[CH2:20][CH2:21][NH:22][CH2:23][CH2:24]1. The yield is 0.980. (2) The reactants are C([O:3][C:4]([C:6]1[N:11]2[N:12]=[CH:13][CH:14]=[C:10]2[N:9]=[C:8]([C:15]2[CH:20]=[CH:19][C:18]([Cl:21])=[CH:17][CH:16]=2)[CH:7]=1)=O)C.[BH4-].[Na+]. The catalyst is CO.O1CCCC1. The product is [Cl:21][C:18]1[CH:19]=[CH:20][C:15]([C:8]2[CH:7]=[C:6]([CH2:4][OH:3])[N:11]3[N:12]=[CH:13][CH:14]=[C:10]3[N:9]=2)=[CH:16][CH:17]=1. The yield is 0.870. (3) The reactants are [CH2:1]([C:5]([CH2:10][C:11]1[CH:16]=[CH:15][C:14]([OH:17])=[CH:13][CH:12]=1)([C:8]#[N:9])[C:6]#[N:7])[CH2:2][CH:3]=[CH2:4].[CH2:18](Br)[CH:19]=[CH2:20].C(=O)([O-])[O-].[K+].[K+].O. The catalyst is CN(C)C=O. The product is [CH2:1]([C:5]([CH2:10][C:11]1[CH:16]=[CH:15][C:14]([O:17][CH2:20][CH:19]=[CH2:18])=[CH:13][CH:12]=1)([C:8]#[N:9])[C:6]#[N:7])[CH2:2][CH:3]=[CH2:4]. The yield is 0.960. (4) The reactants are [CH2:1]([O:8][CH2:9][C@@:10]12[N:20]([CH3:21])[C:19](=[O:22])[CH:14]([N:15]([CH3:18])[C:16]1=[O:17])[S:13][CH:12]([C:23]1[CH:28]=[CH:27][C:26]([O:29][CH3:30])=[CH:25][CH:24]=1)[S:11]2)[C:2]1[CH:7]=[CH:6][CH:5]=[CH:4][CH:3]=1.[Li+].C[Si]([N-][Si](C)(C)C)(C)C.[CH2:41]([C:51]1[CH:56]=[CH:55][C:54]([CH2:57]I)=[CH:53][CH:52]=1)[CH2:42][C:43]1[CH:48]=[CH:47][C:46]([CH2:49]I)=[CH:45][CH:44]=1. The catalyst is C1COCC1. The product is [CH2:41]([C:51]1[CH:56]=[CH:55][C:54]([CH2:57][C:14]23[C:19](=[O:22])[N:20]([CH3:21])[C:10]([CH2:9][O:8][CH2:1][C:2]4[CH:7]=[CH:6][CH:5]=[CH:4][CH:3]=4)([C:16](=[O:17])[N:15]2[CH3:18])[S:11][CH:12]([C:23]2[CH:28]=[CH:27][C:26]([O:29][CH3:30])=[CH:25][CH:24]=2)[S:13]3)=[CH:53][CH:52]=1)[CH2:42][C:43]1[CH:48]=[CH:47][C:46]([CH2:49][C:14]23[C:19](=[O:22])[N:20]([CH3:21])[C:10]([CH2:9][O:8][CH2:1][C:2]4[CH:7]=[CH:6][CH:5]=[CH:4][CH:3]=4)([C:16](=[O:17])[N:15]2[CH3:18])[S:11][CH:12]([C:23]2[CH:24]=[CH:25][C:26]([O:29][CH3:30])=[CH:27][CH:28]=2)[S:13]3)=[CH:45][CH:44]=1. The yield is 0.553. (5) The reactants are [NH2:1][C:2]1[C:10]([O:11][CH3:12])=[CH:9][CH:8]=[CH:7][C:3]=1[C:4](O)=[O:5].CC[N:15](C(C)C)C(C)C.N.CO.CCN=C=NCCCN(C)C.ON1C2C=CC=CC=2N=N1. The catalyst is CN(C=O)C.O. The product is [NH2:1][C:2]1[C:10]([O:11][CH3:12])=[CH:9][CH:8]=[CH:7][C:3]=1[C:4]([NH2:15])=[O:5]. The yield is 0.760. (6) The reactants are Cl[C:2]1[N:7]2[N:8]=[C:9]([C:27]3[CH:32]=[CH:31][C:30]([F:33])=[CH:29][CH:28]=3)[C:10]([C:11]3[CH:16]=[C:15]([CH2:17][N:18]([CH3:20])[CH3:19])[N:14]=[C:13]([NH:21][CH:22]4[CH2:26][CH2:25][CH2:24][CH2:23]4)[N:12]=3)=[C:6]2[CH:5]=[CH:4][CH:3]=1. The catalyst is C1(N)CCCC1.C(OCC)(=O)C. The product is [CH:22]1([NH:21][C:2]2[N:7]3[N:8]=[C:9]([C:27]4[CH:32]=[CH:31][C:30]([F:33])=[CH:29][CH:28]=4)[C:10]([C:11]4[CH:16]=[C:15]([CH2:17][N:18]([CH3:20])[CH3:19])[N:14]=[C:13]([NH:21][CH:22]5[CH2:26][CH2:25][CH2:24][CH2:23]5)[N:12]=4)=[C:6]3[CH:5]=[CH:4][CH:3]=2)[CH2:26][CH2:25][CH2:24][CH2:23]1. The yield is 0.150. (7) The reactants are [CH:1]1([N:6]2[C:10]3[N:11]=[C:12]([NH2:15])[N:13]=[CH:14][C:9]=3[C:8]3[CH:16]=[CH:17][N:18]=[C:19]([F:20])[C:7]2=3)[CH2:5][CH2:4][CH2:3][CH2:2]1.O.F[C:23](F)(F)[C:24]([OH:26])=O. The catalyst is C([O-])([O-])=O.[K+].[K+]. The product is [CH:1]1([N:6]2[C:10]3[N:11]=[C:12]([NH:15][C:17]4[N:18]=[CH:19][C:7]([N:6]5[CH2:10][CH2:23][C:24](=[O:26])[CH2:2][CH2:1]5)=[CH:8][CH:16]=4)[N:13]=[CH:14][C:9]=3[C:8]3[CH:16]=[CH:17][N:18]=[C:19]([F:20])[C:7]2=3)[CH2:2][CH2:3][CH2:4][CH2:5]1. The yield is 0.860. (8) The reactants are [NH2:1][C:2]1[CH:9]=[CH:8][CH:7]=[C:6]([O:10][C@@H:11]2[CH2:15][CH2:14][CH2:13][C@H:12]2[CH3:16])[C:3]=1[C:4]#[N:5].[S:17](Cl)(=[O:20])(=[O:19])[NH2:18].C(O)C.[OH-].[Na+]. The catalyst is CC(N(C)C)=O.C(OCC)(=O)C. The product is [NH2:5][C:4]1[C:3]2[C:6]([O:10][C@@H:11]3[CH2:15][CH2:14][CH2:13][C@H:12]3[CH3:16])=[CH:7][CH:8]=[CH:9][C:2]=2[NH:1][S:17](=[O:20])(=[O:19])[N:18]=1. The yield is 0.780. (9) The reactants are Cl[CH2:2][CH2:3][CH2:4][O:5][C:6]1[CH:14]=[CH:13][CH:12]=[C:11]2[C:7]=1[CH:8]=[CH:9][NH:10]2.[CH2:15]([C:18]1[C:26]2[O:25][N:24]=[C:23]([C:27]([F:30])([F:29])[F:28])[C:22]=2[CH:21]=[CH:20][C:19]=1[OH:31])[CH2:16][CH3:17].C(=O)([O-])[O-].[K+].[K+].[I-].[K+]. The catalyst is C(OCC)(=O)C.O.CN(C=O)C. The yield is 0.780. The product is [NH:10]1[C:11]2[C:7](=[C:6]([O:5][CH2:4][CH2:3][CH2:2][O:31][C:19]3[CH:20]=[CH:21][C:22]4[C:23]([C:27]([F:30])([F:29])[F:28])=[N:24][O:25][C:26]=4[C:18]=3[CH2:15][CH2:16][CH3:17])[CH:14]=[CH:13][CH:12]=2)[CH:8]=[CH:9]1. (10) The reactants are CCN(C(C)C)C(C)C.Cl.[NH2:11][C@@H:12]([CH:20]([CH3:22])[CH3:21])[C:13]([O:15][C:16]([CH3:19])([CH3:18])[CH3:17])=[O:14].Cl[C:24]([O:26][CH3:27])=[O:25]. The catalyst is C1COCC1. The product is [CH3:27][O:26][C:24]([NH:11][C@@H:12]([CH:20]([CH3:22])[CH3:21])[C:13]([O:15][C:16]([CH3:17])([CH3:19])[CH3:18])=[O:14])=[O:25]. The yield is 0.990.